Task: Predict the product of the given reaction.. Dataset: Forward reaction prediction with 1.9M reactions from USPTO patents (1976-2016) Given the reactants C([Mg]Br)(C)C.[F:6][C:7]([F:38])([F:37])[C:8]1[CH:9]=[C:10]([CH:30]=[C:31]([C:33]([F:36])([F:35])[F:34])[CH:32]=1)[CH2:11][N:12]([CH3:29])[C:13](=[O:28])[C:14]1[C:19]([C:20]2[CH:25]=[CH:24][CH:23]=[CH:22][C:21]=2[CH3:26])=[CH:18][C:17](I)=[N:16][CH:15]=1.[CH:39](=[O:46])[C:40]1[CH:45]=[CH:44][CH:43]=[CH:42][CH:41]=1.[Cl-].[NH4+], predict the reaction product. The product is: [F:6][C:7]([F:38])([F:37])[C:8]1[CH:9]=[C:10]([CH:30]=[C:31]([C:33]([F:36])([F:35])[F:34])[CH:32]=1)[CH2:11][N:12]([CH3:29])[C:13](=[O:28])[C:14]1[C:19]([C:20]2[CH:25]=[CH:24][CH:23]=[CH:22][C:21]=2[CH3:26])=[CH:18][C:17]([CH:39]([OH:46])[C:40]2[CH:45]=[CH:44][CH:43]=[CH:42][CH:41]=2)=[N:16][CH:15]=1.